This data is from Reaction yield outcomes from USPTO patents with 853,638 reactions. The task is: Predict the reaction yield, written as a fraction of the theoretical maximum amount of product (1.0 means a 100% yield; for example, 0.34 means a 34% yield). The reactants are C(OC(=O)[NH:7][CH2:8][C:9]1[CH:14]=[CH:13][C:12]([C:15]2[CH:20]=[CH:19][C:18]([S:21]([CH3:24])(=[O:23])=[O:22])=[CH:17][CH:16]=2)=[CH:11][CH:10]=1)(C)(C)C.Cl. The catalyst is O1CCOCC1. The product is [CH3:24][S:21]([C:18]1[CH:17]=[CH:16][C:15]([C:12]2[CH:13]=[CH:14][C:9]([CH2:8][NH2:7])=[CH:10][CH:11]=2)=[CH:20][CH:19]=1)(=[O:22])=[O:23]. The yield is 0.934.